From a dataset of Forward reaction prediction with 1.9M reactions from USPTO patents (1976-2016). Predict the product of the given reaction. (1) Given the reactants [CH:1]1([C:4]2[CH:5]=[N:6][C:7]([N:14]([C:21]3[CH:22]=[C:23]4[C:27](=[CH:28][CH:29]=3)[NH:26][CH:25]=[CH:24]4)C(=O)C(F)(F)F)=[C:8]([CH:13]=2)[C:9]([O:11]C)=[O:10])[CH2:3][CH2:2]1.Br[CH2:31][C:32]1[CH:37]=[CH:36][CH:35]=[CH:34][C:33]=1[C:38]([F:41])([F:40])[F:39].[H-].[Na+].[OH-].[Na+].Cl, predict the reaction product. The product is: [CH:1]1([C:4]2[CH:5]=[N:6][C:7]([NH:14][C:21]3[CH:22]=[C:23]4[C:27](=[CH:28][CH:29]=3)[N:26]([CH2:31][C:32]3[CH:37]=[CH:36][CH:35]=[CH:34][C:33]=3[C:38]([F:39])([F:40])[F:41])[CH:25]=[CH:24]4)=[C:8]([CH:13]=2)[C:9]([OH:11])=[O:10])[CH2:2][CH2:3]1. (2) Given the reactants [CH3:1][N:2]([CH3:31])[C:3]1[CH:4]=[C:5]([F:30])[C:6]2[N:7](C(OC(C)(C)C)=O)[C:8]3[C:13]([S:14][C:15]=2[CH:16]=1)=[CH:12][C:11]([N:17]1[CH2:22][CH2:21][O:20][CH2:19][CH2:18]1)=[CH:10][CH:9]=3.[Cl:32]CCl, predict the reaction product. The product is: [Cl-:32].[CH3:1][N:2]([CH3:31])[C:3]1[CH:4]=[C:5]([F:30])[C:6]2[C:15]([CH:16]=1)=[S+:14][C:13]1[C:8](=[CH:9][CH:10]=[C:11]([N:17]3[CH2:22][CH2:21][O:20][CH2:19][CH2:18]3)[CH:12]=1)[N:7]=2. (3) Given the reactants [CH3:1][C:2]1[CH:21]=[CH:20][C:5]([C:6]([N:8]2[CH2:11][CH:10]([C:12]3[CH:19]=[CH:18][C:15]([C:16]#[N:17])=[CH:14][CH:13]=3)[CH2:9]2)=[O:7])=[CH:4][C:3]=1[C:22]1[NH:26][C:25]([CH:27]2[CH2:32][CH2:31][NH:30][CH2:29][CH2:28]2)=[N:24][C:23]=1[CH3:33].[CH:34](O)=O.C=O.O, predict the reaction product. The product is: [CH3:1][C:2]1[CH:21]=[CH:20][C:5]([C:6]([N:8]2[CH2:11][CH:10]([C:12]3[CH:13]=[CH:14][C:15]([C:16]#[N:17])=[CH:18][CH:19]=3)[CH2:9]2)=[O:7])=[CH:4][C:3]=1[C:22]1[NH:26][C:25]([CH:27]2[CH2:32][CH2:31][N:30]([CH3:34])[CH2:29][CH2:28]2)=[N:24][C:23]=1[CH3:33]. (4) The product is: [CH2:1]([N:3]1[C:12]2[C:7](=[CH:8][C:9]([F:20])=[C:10]([N:14]3[CH2:15][CH2:16][N:17]([CH2:26][C:27]([C:29]4[CH:34]=[CH:33][C:32]([O:35][CH3:36])=[CH:31][CH:30]=4)=[O:28])[CH2:18][CH2:19]3)[C:11]=2[F:13])[C:6](=[O:21])[C:5]([C:22]([OH:24])=[O:23])=[CH:4]1)[CH3:2]. Given the reactants [CH2:1]([N:3]1[C:12]2[C:7](=[CH:8][C:9]([F:20])=[C:10]([N:14]3[CH2:19][CH2:18][NH:17][CH2:16][CH2:15]3)[C:11]=2[F:13])[C:6](=[O:21])[C:5]([C:22]([OH:24])=[O:23])=[CH:4]1)[CH3:2].Br[CH2:26][C:27]([C:29]1[CH:34]=[CH:33][C:32]([O:35][CH3:36])=[CH:31][CH:30]=1)=[O:28], predict the reaction product.